Dataset: Reaction yield outcomes from USPTO patents with 853,638 reactions. Task: Predict the reaction yield, written as a fraction of the theoretical maximum amount of product (1.0 means a 100% yield; for example, 0.34 means a 34% yield). (1) The reactants are [F-].C([N+](CCCC)(CCCC)CCCC)CCC.[CH3:19][C:20]1[C:21]([C:25]2[CH:32]=[CH:31][CH:30]=[CH:29][C:26]=2[CH:27]=[O:28])=[CH:22][S:23][CH:24]=1.[F:33][C:34]([Si](C)(C)C)([F:36])[F:35].Cl. The catalyst is C1COCC1. The product is [F:33][C:34]([F:36])([F:35])[CH:27]([C:26]1[CH:29]=[CH:30][CH:31]=[CH:32][C:25]=1[C:21]1[C:20]([CH3:19])=[CH:24][S:23][CH:22]=1)[OH:28]. The yield is 0.970. (2) The reactants are [Cl:1][C:2]1[O:6][C:5]([CH2:7][C:8]2[CH:13]=[CH:12][C:11]([CH2:14][C:15](Cl)=[N:16][OH:17])=[CH:10][CH:9]=2)=[CH:4][CH:3]=1.O1CCCC1.[C:24]([C:26]1[CH:27]=[CH:28][C:29]([NH2:32])=[N:30][CH:31]=1)#[CH:25].C(N(CC)CC)C. The catalyst is O. The product is [Cl:1][C:2]1[O:6][C:5]([CH2:7][C:8]2[CH:13]=[CH:12][C:11]([CH2:14][C:15]3[CH:25]=[C:24]([C:26]4[CH:27]=[CH:28][C:29]([NH2:32])=[N:30][CH:31]=4)[O:17][N:16]=3)=[CH:10][CH:9]=2)=[CH:4][CH:3]=1. The yield is 0.0490. (3) The reactants are [CH2:1]([N:8]1[C:17]2[CH:16]=[CH:15][CH:14]=[CH:13][C:12]=2[C:11]2[O:18][C:19](=[O:24])[C:20](Br)=[C:21]([OH:22])[C:10]=2[C:9]1=[O:25])[C:2]1[CH:7]=[CH:6][CH:5]=[CH:4][CH:3]=1.[Cl:26][C:27]1[CH:32]=[CH:31][C:30]([SH:33])=[CH:29][CH:28]=1.C(=O)([O-])[O-].[K+].[K+]. The catalyst is CN(C)C=O. The product is [CH2:1]([N:8]1[C:17]2[CH:16]=[CH:15][CH:14]=[CH:13][C:12]=2[C:11]2[O:18][C:19](=[O:24])[C:20]([S:33][C:30]3[CH:31]=[CH:32][C:27]([Cl:26])=[CH:28][CH:29]=3)=[C:21]([OH:22])[C:10]=2[C:9]1=[O:25])[C:2]1[CH:7]=[CH:6][CH:5]=[CH:4][CH:3]=1. The yield is 0.620. (4) The reactants are [CH3:1][C:2]1[C:7]([CH:8]([CH2:13][CH2:14][CH3:15])[C:9]([O:11]C)=[O:10])=[C:6]([C:16]2[CH:17]=[C:18]3[C:22](=[CH:23][CH:24]=2)[CH2:21][CH2:20][C:19]3=[O:25])[N:5]=[C:4]([C:26]2[CH:31]=[CH:30][CH:29]=[CH:28][CH:27]=2)[N:3]=1.[OH-].[Na+]. The catalyst is CO. The product is [CH3:1][C:2]1[C:7]([CH:8]([CH2:13][CH2:14][CH3:15])[C:9]([OH:11])=[O:10])=[C:6]([C:16]2[CH:17]=[C:18]3[C:22](=[CH:23][CH:24]=2)[CH2:21][CH2:20][C:19]3=[O:25])[N:5]=[C:4]([C:26]2[CH:31]=[CH:30][CH:29]=[CH:28][CH:27]=2)[N:3]=1. The yield is 0.0140. (5) The yield is 0.854. The catalyst is C(Cl)Cl. The product is [CH:1]([C@@H:4]1[C:9](=[O:10])[N:8]([C:11]2[CH:16]=[C:15]([S:45]([CH3:33])(=[O:48])=[O:44])[C:14]([C:19]([O:21][CH3:22])=[O:20])=[CH:13][C:12]=2[N+:23]([O-:25])=[O:24])[CH2:7][CH2:6][N:5]1[C:26]([O:28][C:29]([CH3:32])([CH3:30])[CH3:31])=[O:27])([CH3:3])[CH3:2]. The reactants are [CH:1]([C@@H:4]1[C:9](=[O:10])[N:8]([C:11]2[CH:16]=[C:15](SC)[C:14]([C:19]([O:21][CH3:22])=[O:20])=[CH:13][C:12]=2[N+:23]([O-:25])=[O:24])[CH2:7][CH2:6][N:5]1[C:26]([O:28][C:29]([CH3:32])([CH3:31])[CH3:30])=[O:27])([CH3:3])[CH3:2].[CH:33]1C=C(Cl)C=C(C(OO)=O)C=1.[O-:44][S:45]([O-:48])(=S)=O.[Na+].[Na+]. (6) The reactants are Cl.Cl.[NH:3]1[CH2:6][CH:5]([C:7]2[C:8]([O:28][CH2:29][CH3:30])=[C:9]([CH:15]([N:17]3[C:21]4=[N:22][CH:23]=[N:24][C:25]([NH2:26])=[C:20]4[C:19]([CH3:27])=[N:18]3)[CH3:16])[CH:10]=[C:11]([Cl:14])[C:12]=2[F:13])[CH2:4]1.C(N(CC)CC)C.[CH3:38][C@H:39]1[CH2:41][O:40]1. The catalyst is C(O)(C)C.C(#N)C. The product is [NH2:26][C:25]1[N:24]=[CH:23][N:22]=[C:21]2[N:17]([CH:15]([C:9]3[C:8]([O:28][CH2:29][CH3:30])=[C:7]([CH:5]4[CH2:4][N:3]([CH2:38][C@@H:39]([OH:40])[CH3:41])[CH2:6]4)[C:12]([F:13])=[C:11]([Cl:14])[CH:10]=3)[CH3:16])[N:18]=[C:19]([CH3:27])[C:20]=12. The yield is 0.230.